From a dataset of Experimentally validated miRNA-target interactions with 360,000+ pairs, plus equal number of negative samples. Binary Classification. Given a miRNA mature sequence and a target amino acid sequence, predict their likelihood of interaction. (1) The miRNA is mmu-miR-466d-3p with sequence UAUACAUACACGCACACAUAG. The protein sequence of the target gene is MKELQDIARLSDRFISVELVNENLFDWNVKLHQVDKDSVLWQDMKETNTEFILLNLTFPDNFPFSPPFMRVLSPRLENGYVLDGGAICMELLTPRGWSSAYTVEAVMRQFAASLVKGQGRICRKAGKSKKSFSRKEAEATFKSLVKTHEKYGWVTPPVSDG. Result: 0 (no interaction). (2) The miRNA is mmu-miR-136-5p with sequence ACUCCAUUUGUUUUGAUGAUGG. The protein sequence of the target gene is MAVSAPLRSLEEEVTCSICLDYLRDPVTIDCGHVFCRSCTSDIRPISGNRPVCPLCKKPFKKENIRPVWQLASLVENIERLKVDNGRQPGELAREPQDMKLCERHQEKLHYYCEDDGKLLCVMCRESREHRPHTAVLVEKAALPHREKILNHLNTLRRDRDKIQGFQAKGEADILAALTKLQEQRQYIVAEFKQGHQFLKKREQHLLDQLATLEQLLTEGREKFKTRGVSELDRLTLVISELEGKARQPAAELMQDVCTTQDTKDFANKYPRKKFWIGKAIPHMVKRKAGEFSDKLLSLQ.... Result: 1 (interaction). (3) The miRNA is mmu-miR-466p-3p with sequence AUACAUACACGCACACAUAAGA. The protein sequence of the target gene is MSSLHKSRIADFQDVLKEPSIVLEKLRELSFSGIPCEGGLRCLCWKILLNYLPLERASWTSILAKQRGLYSQFLREMIIQPGIAKANMGVFREDVTFEDHPLNPNPDSRWNTYFKDNEVLLQIDKDVRRLCPDISFFQRATEYPCLLILDPQNEFETLRKRVEQTTLKSQTVARNRSGVTNMSSPHKNSAPSALNEYEVLPNGCEAHWEVVERILFIYAKLNPGIAYVQGMNEIVGPLYYTFATDPNSEWKEHAEADTFFCFTNLMAEIRDNFIKSLDDSQCGITYKMEKVYSTLKDKDV.... Result: 1 (interaction).